From a dataset of Reaction yield outcomes from USPTO patents with 853,638 reactions. Predict the reaction yield, written as a fraction of the theoretical maximum amount of product (1.0 means a 100% yield; for example, 0.34 means a 34% yield). The reactants are Cl[C:2]1[CH:7]=[CH:6][N:5]2[C:8]([C:11]([NH:13][C:14]3[CH:22]=[CH:21][CH:20]=[C:19]4[C:15]=3[C:16]([CH3:33])=[N:17][N:18]4[CH2:23][C:24]3[CH:29]=[CH:28][CH:27]=[C:26]([CH:30]([CH3:32])[CH3:31])[N:25]=3)=[O:12])=[CH:9][N:10]=[C:4]2[CH:3]=1.[CH3:34][C@H:35]1[N:40]([CH3:41])[C@@H:39]([CH3:42])[CH2:38][N:37]([CH2:43][CH2:44][OH:45])[CH2:36]1.[OH-].[K+]. The catalyst is CS(C)=O.O. The product is [CH:30]([C:26]1[N:25]=[C:24]([CH2:23][N:18]2[C:19]3[C:15](=[C:14]([NH:13][C:11]([C:8]4[N:5]5[CH:6]=[CH:7][C:2]([O:45][CH2:44][CH2:43][N:37]6[CH2:38][C@@H:39]([CH3:42])[N:40]([CH3:41])[C@@H:35]([CH3:34])[CH2:36]6)=[CH:3][C:4]5=[N:10][CH:9]=4)=[O:12])[CH:22]=[CH:21][CH:20]=3)[C:16]([CH3:33])=[N:17]2)[CH:29]=[CH:28][CH:27]=1)([CH3:32])[CH3:31]. The yield is 0.0600.